Dataset: Reaction yield outcomes from USPTO patents with 853,638 reactions. Task: Predict the reaction yield, written as a fraction of the theoretical maximum amount of product (1.0 means a 100% yield; for example, 0.34 means a 34% yield). The catalyst is C1(C)C=CC=CC=1.C(OCC)(=O)C.O. The product is [C:1]([O:5][C:6]([N:8]1[CH2:12][CH2:11][CH2:10][C@H:9]1[CH2:13][NH:54][C:49]1[CH:48]=[CH:47][CH:46]=[C:56]([C:22]2[O:61][C:59](=[O:60])[N:16]([CH3:17])[N:15]=2)[CH:55]=1)=[O:7])([CH3:2])([CH3:3])[CH3:4]. The reactants are [C:1]([O:5][C:6]([N:8]1[CH2:12][CH2:11][CH2:10][C@H:9]1[CH2:13]O)=[O:7])([CH3:4])([CH3:3])[CH3:2].[N:15]([C:22](OCC)=O)=[N:16][C:17](OCC)=O.C1(P(C2C=CC=CC=2)C2C=CC=CC=2)C=CC=CC=1.[CH2:46]1[CH2:56][CH2:55][N:54]2[C:49](=NCCC2)[CH2:48][CH2:47]1.SC[C:59]([OH:61])=[O:60]. The yield is 0.550.